From a dataset of Forward reaction prediction with 1.9M reactions from USPTO patents (1976-2016). Predict the product of the given reaction. (1) Given the reactants Cl[C:2]1[CH:7]=[CH:6][C:5]([C:8](=[O:12])[C:9](=[O:11])[CH3:10])=[CH:4][CH:3]=1.[F-].[K+].C1(P(C2CCCCC2)C2C=CC=CC=2C2C=CC=CC=2)CCCCC1.[CH3:40][S:41]([C:44]1[CH:45]=[C:46](B(O)O)[CH:47]=[CH:48][CH:49]=1)(=[O:43])=[O:42], predict the reaction product. The product is: [CH3:40][S:41]([C:44]1[CH:49]=[C:48]([C:2]2[CH:7]=[CH:6][C:5]([C:8](=[O:12])[C:9](=[O:11])[CH3:10])=[CH:4][CH:3]=2)[CH:47]=[CH:46][CH:45]=1)(=[O:43])=[O:42]. (2) Given the reactants [ClH:1].C(N(CC)CCNC(C1C=CC2C(=CC=C(I)C=2)C=1)=O)C.[CH2:23]([N:25]([CH2:47][CH3:48])[CH2:26][CH2:27][NH:28][C:29]([C:31]1[C:44]2[NH:43][C:42]3[C:37](=[CH:38][CH:39]=[CH:40][C:41]=3[I:45])[C:36](=[O:46])[C:35]=2[CH:34]=[CH:33][CH:32]=1)=[O:30])[CH3:24].[K+].[Br-], predict the reaction product. The product is: [ClH:1].[CH2:47]([N:25]([CH2:23][CH3:24])[CH2:26][CH2:27][NH:28][C:29]([C:31]1[C:44]2[NH:43][C:42]3[C:37](=[CH:38][CH:39]=[CH:40][C:41]=3[I:45])[C:36](=[O:46])[C:35]=2[CH:34]=[CH:33][CH:32]=1)=[O:30])[CH3:48]. (3) Given the reactants Br[C:2]1[CH:7]=[CH:6][CH:5]=[CH:4][C:3]=1[C:8]1[CH:13]=[CH:12][C:11]([CH2:14][N:15]2[C:23]3[C:18](=[CH:19][C:20]([CH3:24])=[CH:21][CH:22]=3)[CH:17]=[CH:16]2)=[CH:10][CH:9]=1.[CH3:25][N:26]1[CH2:31][CH2:30][NH:29][CH2:28][CH2:27]1.C1(P(C2C=CC=CC=2)C2C=CC3C(=CC=CC=3)C=2C2C3C(=CC=CC=3)C=CC=2P(C2C=CC=CC=2)C2C=CC=CC=2)C=CC=CC=1.CC(C)([O-])C.[Na+], predict the reaction product. The product is: [CH3:24][C:20]1[CH:19]=[C:18]2[C:23](=[CH:22][CH:21]=1)[N:15]([CH2:14][C:11]1[CH:12]=[CH:13][C:8]([C:3]3[CH:4]=[CH:5][CH:6]=[CH:7][C:2]=3[N:29]3[CH2:30][CH2:31][N:26]([CH3:25])[CH2:27][CH2:28]3)=[CH:9][CH:10]=1)[CH:16]=[CH:17]2. (4) Given the reactants [NH2:1][C@@:2]([C:8]1[CH:13]=[C:12]([Br:14])[C:11]([F:15])=[CH:10][C:9]=1[F:16])([CH3:7])[CH2:3][CH:4](O)[CH3:5].C([N:25]=[C:26]=[S:27])(=O)C1C=CC=CC=1.Cl, predict the reaction product. The product is: [Br:14][C:12]1[C:11]([F:15])=[CH:10][C:9]([F:16])=[C:8]([C@:2]2([CH3:7])[CH2:3][CH:4]([CH3:5])[S:27][C:26]([NH2:25])=[N:1]2)[CH:13]=1. (5) Given the reactants [C:1]([O:5][C:6]([N:8]1[CH2:13][CH2:12][N:11]([C:14]2[CH:19]=[CH:18][C:17]([OH:20])=[CH:16][CH:15]=2)[C@@H:10]([CH2:21][O:22][CH2:23][C:24]2[CH:29]=[CH:28][C:27]([O:30][CH3:31])=[CH:26][CH:25]=2)[CH2:9]1)=[O:7])([CH3:4])([CH3:3])[CH3:2].Br[CH2:33][CH2:34][CH2:35][OH:36].C(=O)([O-])[O-].[K+].[K+], predict the reaction product. The product is: [C:1]([O:5][C:6]([N:8]1[CH2:13][CH2:12][N:11]([C:14]2[CH:19]=[CH:18][C:17]([O:20][CH2:33][CH2:34][CH2:35][OH:36])=[CH:16][CH:15]=2)[C@@H:10]([CH2:21][O:22][CH2:23][C:24]2[CH:25]=[CH:26][C:27]([O:30][CH3:31])=[CH:28][CH:29]=2)[CH2:9]1)=[O:7])([CH3:4])([CH3:3])[CH3:2]. (6) Given the reactants [F:1][C:2]1[CH:7]=[C:6](B2OC(C)(C)C(C)(C)O2)[CH:5]=[CH:4][C:3]=1[C:17]1[CH:18]=[N:19][C:20]([NH2:23])=[N:21][CH:22]=1.Br[C:25]1[CH:30]=[CH:29][CH:28]=[CH:27][C:26]=1[NH:31][S:32]([N:35]1[CH2:40][CH2:39][O:38][CH2:37][CH2:36]1)(=[O:34])=[O:33], predict the reaction product. The product is: [NH2:23][C:20]1[N:21]=[CH:22][C:17]([C:3]2[CH:4]=[CH:5][C:6]([C:25]3[CH:30]=[CH:29][CH:28]=[CH:27][C:26]=3[NH:31][S:32]([N:35]3[CH2:40][CH2:39][O:38][CH2:37][CH2:36]3)(=[O:34])=[O:33])=[CH:7][C:2]=2[F:1])=[CH:18][N:19]=1.